From a dataset of Full USPTO retrosynthesis dataset with 1.9M reactions from patents (1976-2016). Predict the reactants needed to synthesize the given product. (1) Given the product [C:1]([O:5][C:6]([NH:8][CH2:9][CH2:10][N:11]1[C:19]2[C:18]([NH:20][C:21]3[CH:41]=[CH:40][C:24]([O:25][C:26]4[CH:27]=[C:28]([CH:33]=[C:34]([C:36]([F:39])([F:38])[F:37])[CH:35]=4)[C:29]([OH:31])=[O:30])=[C:23]([Cl:42])[CH:22]=3)=[N:17][CH:16]=[N:15][C:14]=2[CH:13]=[CH:12]1)=[O:7])([CH3:4])([CH3:2])[CH3:3], predict the reactants needed to synthesize it. The reactants are: [C:1]([O:5][C:6]([NH:8][CH2:9][CH2:10][N:11]1[C:19]2[C:18]([NH:20][C:21]3[CH:41]=[CH:40][C:24]([O:25][C:26]4[CH:27]=[C:28]([CH:33]=[C:34]([C:36]([F:39])([F:38])[F:37])[CH:35]=4)[C:29]([O:31]C)=[O:30])=[C:23]([Cl:42])[CH:22]=3)=[N:17][CH:16]=[N:15][C:14]=2[CH:13]=[CH:12]1)=[O:7])([CH3:4])([CH3:3])[CH3:2].CO.[OH-].[Na+].Cl. (2) Given the product [NH:31]1[C:32]2[C:28](=[CH:27][C:26]([NH:25][C:24](=[O:42])[O:23][C@@H:9]([C:4]3[CH:5]=[CH:6][C:7]([Cl:8])=[C:2]([Cl:1])[CH:3]=3)[C@@H:10]3[CH2:15][CH2:14][CH2:13][CH2:12][NH:11]3)=[CH:34][CH:33]=2)[CH:29]=[N:30]1, predict the reactants needed to synthesize it. The reactants are: [Cl:1][C:2]1[CH:3]=[C:4]([C@H:9]([O:23][C:24](=[O:42])[NH:25][C:26]2[CH:27]=[C:28]3[C:32](=[CH:33][CH:34]=2)[N:31](C(OC(C)(C)C)=O)[N:30]=[CH:29]3)[C@@H:10]2[CH2:15][CH2:14][CH2:13][CH2:12][N:11]2C(OC(C)(C)C)=O)[CH:5]=[CH:6][C:7]=1[Cl:8].Cl.O1CCOCC1.